From a dataset of Catalyst prediction with 721,799 reactions and 888 catalyst types from USPTO. Predict which catalyst facilitates the given reaction. (1) Reactant: C[O:2][C:3]1[CH:4]=[CH:5][C:6]2[CH:7]([CH2:18][CH2:19][CH2:20][CH2:21][CH3:22])[C:8]3[C:13]([C:14]=2[CH:15]=1)=[CH:12][C:11]([O:16]C)=[CH:10][CH:9]=3.B(Br)(Br)Br. Product: [CH2:18]([CH:7]1[C:8]2[CH:9]=[CH:10][C:11]([OH:16])=[CH:12][C:13]=2[C:14]2[C:6]1=[CH:5][CH:4]=[C:3]([OH:2])[CH:15]=2)[CH2:19][CH2:20][CH2:21][CH3:22]. The catalyst class is: 2. (2) Reactant: [CH3:1][N:2]([CH3:18])[C:3]1[CH:8]=[C:7]([N+:9]([O-])=O)[CH:6]=[CH:5][C:4]=1[P:12]([CH3:17])(=[O:16])[O:13][CH2:14][CH3:15]. Product: [NH2:9][C:7]1[CH:6]=[CH:5][C:4]([P:12]([CH3:17])(=[O:16])[O:13][CH2:14][CH3:15])=[C:3]([N:2]([CH3:1])[CH3:18])[CH:8]=1. The catalyst class is: 50. (3) Reactant: [CH2:1]([O:3][C:4](=[O:16])[CH:5]=[CH:6][C:7]1[CH:12]=[C:11]([F:13])[CH:10]=[CH:9][C:8]=1[O:14][CH3:15])[CH3:2]. Product: [CH2:1]([O:3][C:4](=[O:16])[CH2:5][CH2:6][C:7]1[CH:12]=[C:11]([F:13])[CH:10]=[CH:9][C:8]=1[O:14][CH3:15])[CH3:2]. The catalyst class is: 29.